This data is from Reaction yield outcomes from USPTO patents with 853,638 reactions. The task is: Predict the reaction yield, written as a fraction of the theoretical maximum amount of product (1.0 means a 100% yield; for example, 0.34 means a 34% yield). (1) The product is [Br:1][C:2]1[CH:7]=[C:6]([F:8])[CH:5]=[CH:4][C:3]=1[CH:9]1[C:10]([C:30]([O:32][CH2:33][CH3:34])=[O:31])=[C:11]([CH2:20][N:21]2[CH2:26][CH2:25][O:24][CH:23]([C:27](=[O:28])[NH:36][CH2:37][C:38]([O:40][CH2:41][CH3:42])=[O:39])[CH2:22]2)[NH:12][C:13]([C:15]2[S:16][CH:17]=[CH:18][N:19]=2)=[N:14]1. The reactants are [Br:1][C:2]1[CH:7]=[C:6]([F:8])[CH:5]=[CH:4][C:3]=1[CH:9]1[N:14]=[C:13]([C:15]2[S:16][CH:17]=[CH:18][N:19]=2)[NH:12][C:11]([CH2:20][N:21]2[CH2:26][CH2:25][O:24][CH:23]([C:27](O)=[O:28])[CH2:22]2)=[C:10]1[C:30]([O:32][CH2:33][CH3:34])=[O:31].Cl.[NH2:36][CH2:37][C:38]([O:40][CH2:41][CH3:42])=[O:39]. No catalyst specified. The yield is 0.820. (2) The reactants are [Br:1][C:2]1[CH:10]=[C:9]2[C:5]([CH2:6][C:7]3([CH2:30][CH2:29][CH:28]([O:31][CH3:32])[CH2:27][CH2:26]3)[C:8]2([NH:16][S:17]([CH2:20][CH2:21][Si:22]([CH3:25])([CH3:24])[CH3:23])(=[O:19])=[O:18])[C:11]([O:13][CH2:14][CH3:15])=C)=[CH:4][CH:3]=1.[OH2:33]. The catalyst is CCOC(C)=O. The product is [Br:1][C:2]1[CH:10]=[C:9]2[C:5]([CH2:6][C:7]3([CH2:30][CH2:29][CH:28]([O:31][CH3:32])[CH2:27][CH2:26]3)[C:8]2([NH:16][S:17]([CH2:20][CH2:21][Si:22]([CH3:25])([CH3:24])[CH3:23])(=[O:18])=[O:19])[C:11]([O:13][CH2:14][CH3:15])=[O:33])=[CH:4][CH:3]=1. The yield is 0.500. (3) The reactants are [C:1](=[NH:21])([O:3][CH2:4][CH2:5][C:6]1[CH:11]=[CH:10][C:9]([O:12][C:13]2[CH:18]=[CH:17][C:16]([CH3:19])=[C:15]([F:20])[CH:14]=2)=[CH:8][CH:7]=1)[NH2:2].[CH:22]([CH:24]([CH2:29][C:30]1[CH:31]=[N:32][CH:33]=[N:34][CH:35]=1)[C:25](OC)=O)=[O:23].C([O-])([O-])=O.[K+].[K+]. The catalyst is CN1C(=O)CCC1. The product is [F:20][C:15]1[CH:14]=[C:13]([O:12][C:9]2[CH:8]=[CH:7][C:6]([CH2:5][CH2:4][O:3][C:1]3[NH:2][CH:25]=[C:24]([CH2:29][C:30]4[CH:35]=[N:34][CH:33]=[N:32][CH:31]=4)[C:22](=[O:23])[N:21]=3)=[CH:11][CH:10]=2)[CH:18]=[CH:17][C:16]=1[CH3:19]. The yield is 0.0371.